This data is from Full USPTO retrosynthesis dataset with 1.9M reactions from patents (1976-2016). The task is: Predict the reactants needed to synthesize the given product. (1) Given the product [Cl:29][C:30]1[CH:31]=[CH:32][C:33]([C:36]([NH:1][C:2]2[CH:3]=[C:4]3[C:24](=[CH:25][CH:26]=2)[O:23][C:22]([CH3:28])([CH3:27])[C:18]2([CH2:21][O:20][CH2:19]2)[C:5]23[CH2:9][O:8][C:7]([NH:10][C:11](=[O:17])[O:12][C:13]([CH3:16])([CH3:14])[CH3:15])=[N:6]2)=[O:37])=[N:34][CH:35]=1, predict the reactants needed to synthesize it. The reactants are: [NH2:1][C:2]1[CH:3]=[C:4]2[C:24](=[CH:25][CH:26]=1)[O:23][C:22]([CH3:28])([CH3:27])[C:18]1([CH2:21][O:20][CH2:19]1)[C:5]12[CH2:9][O:8][C:7]([NH:10][C:11](=[O:17])[O:12][C:13]([CH3:16])([CH3:15])[CH3:14])=[N:6]1.[Cl:29][C:30]1[CH:31]=[CH:32][C:33]([C:36](O)=[O:37])=[N:34][CH:35]=1.Cl.CN(C)CCCN=C=NCC.ON1C2C=CC=CC=2N=N1.C(N(CC)C(C)C)(C)C. (2) Given the product [I:18][C:3]1[C:4]2[C:5](=[N:6][CH:7]=[N:8][C:9]=2[NH2:10])[NH:1][N:2]=1, predict the reactants needed to synthesize it. The reactants are: [NH:1]1[C:5]2=[N:6][CH:7]=[N:8][C:9]([NH2:10])=[C:4]2[CH:3]=[N:2]1.C1C(=O)N([I:18])C(=O)C1. (3) Given the product [C:27]([NH:1][CH2:2][CH2:3][C:4]1[C:8]2=[N:9][C:10]([O:13][CH3:14])=[CH:11][CH:12]=[C:7]2[NH:6][C:5]=1[C:15]([NH:21][CH3:18])=[O:17])(=[O:30])[CH3:28], predict the reactants needed to synthesize it. The reactants are: [NH2:1][CH2:2][CH2:3][C:4]1[C:8]2=[N:9][C:10]([O:13][CH3:14])=[CH:11][CH:12]=[C:7]2[NH:6][C:5]=1[C:15]([OH:17])=O.[CH:18]([N:21](C(C)C)CC)(C)C.[C:27]([O:30]C(=O)C)(=O)[CH3:28].[OH-].[Na+].Cl. (4) The reactants are: [CH3:1][O:2][C:3]([C@H:5]1[CH2:9][C@@H:8]([OH:10])[CH2:7][N:6]1[C:11]([C:24]1[CH:29]=[CH:28][CH:27]=[CH:26][CH:25]=1)([C:18]1[CH:23]=[CH:22][CH:21]=[CH:20][CH:19]=1)[C:12]1[CH:17]=[CH:16][CH:15]=[CH:14][CH:13]=1)=[O:4].[H-].[Na+].[CH3:32]COC(C)=O. Given the product [CH3:1][O:2][C:3]([C@H:5]1[CH2:9][C@@H:8]([O:10][CH3:32])[CH2:7][N:6]1[C:11]([C:24]1[CH:29]=[CH:28][CH:27]=[CH:26][CH:25]=1)([C:12]1[CH:17]=[CH:16][CH:15]=[CH:14][CH:13]=1)[C:18]1[CH:19]=[CH:20][CH:21]=[CH:22][CH:23]=1)=[O:4], predict the reactants needed to synthesize it. (5) Given the product [CH3:32][N:2]([CH3:1])[C:3]1[C:27]([C:28]([F:30])([F:31])[F:29])=[CH:26][C:6]2[NH:7][C:8](=[O:25])[CH2:9][C:10]([C:12]3[CH:17]=[CH:16][CH:15]=[C:14]([C:18]4[O:22][N:21]=[C:20]([CH2:23][N:37]5[CH2:42][CH2:41][O:40][CH2:39][CH2:38]5)[CH:19]=4)[CH:13]=3)=[N:11][C:5]=2[CH:4]=1, predict the reactants needed to synthesize it. The reactants are: [CH3:1][N:2]([CH3:32])[C:3]1[C:27]([C:28]([F:31])([F:30])[F:29])=[CH:26][C:6]2[NH:7][C:8](=[O:25])[CH2:9][C:10]([C:12]3[CH:17]=[CH:16][CH:15]=[C:14]([C:18]4[O:22][N:21]=[C:20]([CH2:23]O)[CH:19]=4)[CH:13]=3)=[N:11][C:5]=2[CH:4]=1.O=S(Cl)Cl.[NH:37]1[CH2:42][CH2:41][O:40][CH2:39][CH2:38]1.